Dataset: Catalyst prediction with 721,799 reactions and 888 catalyst types from USPTO. Task: Predict which catalyst facilitates the given reaction. (1) Reactant: [Br:1][C:2]1[CH:7]=[CH:6][CH:5]=[C:4]([CH2:8]Br)[CH:3]=1.[CH2:10]([Mg]Br)[CH2:11][CH3:12].[Cl-].[NH4+].O. Product: [Br:1][C:2]1[CH:7]=[CH:6][CH:5]=[C:4]([CH2:8][CH2:10][CH2:11][CH3:12])[CH:3]=1. The catalyst class is: 7. (2) Reactant: [NH2:1][C:2]1[NH:6][N:5]=[C:4]([NH:7][C:8]2[CH:13]=[C:12]([C:14]([F:17])([F:16])[F:15])[C:11]([C:18]3[CH:23]=[CH:22][C:21]([O:24][CH3:25])=[C:20]([S:26]([N:29]([CH:35]4[CH2:40][CH2:39][N:38](C(OC(C)(C)C)=O)[CH2:37][CH2:36]4)[CH2:30][C:31]([F:34])([F:33])[F:32])(=[O:28])=[O:27])[CH:19]=3)=[C:10]([Cl:48])[CH:9]=2)[N:3]=1.[F:49][C:50]([F:55])([F:54])[C:51]([OH:53])=[O:52]. Product: [F:49][C:50]([F:55])([F:54])[C:51]([OH:53])=[O:52].[NH:38]1[CH2:37][CH2:36][CH:35]([N:29]([CH2:30][C:31]([F:32])([F:34])[F:33])[S:26]([C:20]2[CH:19]=[C:18]([C:11]3[C:10]([Cl:48])=[CH:9][C:8]([NH:7][C:4]4[N:3]=[C:2]([NH2:1])[NH:6][N:5]=4)=[CH:13][C:12]=3[C:14]([F:17])([F:16])[F:15])[CH:23]=[CH:22][C:21]=2[O:24][CH3:25])(=[O:27])=[O:28])[CH2:40][CH2:39]1. The catalyst class is: 2. (3) Reactant: [F:1][C:2]1[CH:7]=[CH:6][C:5]([N:8]2[CH2:13][CH2:12][NH:11][CH2:10][CH2:9]2)=[CH:4][CH:3]=1.C(N(CC)CC)C.[Cl:21][CH2:22][C:23](Cl)=[O:24]. Product: [Cl:21][CH2:22][C:23]([N:11]1[CH2:12][CH2:13][N:8]([C:5]2[CH:4]=[CH:3][C:2]([F:1])=[CH:7][CH:6]=2)[CH2:9][CH2:10]1)=[O:24]. The catalyst class is: 2. (4) Reactant: [CH:1]1([CH:4]([O:8][C:9]2[C:18]3[C:13](=[CH:14][CH:15]=[CH:16][CH:17]=3)[CH:12]=[CH:11][CH:10]=2)[C:5]([OH:7])=O)[CH2:3][CH2:2]1.[Cl:19][C:20]1[CH:26]=[CH:25][C:23]([NH2:24])=[CH:22][CH:21]=1.CCN=C=NCCCN(C)C.Cl. Product: [Cl:19][C:20]1[CH:26]=[CH:25][C:23]([NH:24][C:5](=[O:7])[CH:4]([CH:1]2[CH2:2][CH2:3]2)[O:8][C:9]2[C:18]3[C:13](=[CH:14][CH:15]=[CH:16][CH:17]=3)[CH:12]=[CH:11][CH:10]=2)=[CH:22][CH:21]=1. The catalyst class is: 34. (5) Reactant: [Si]([O:8][C@H:9]1[CH2:13][CH2:12][N:11]([CH2:14][C@@H:15]([N:31](C)[C:32](=O)OCC2C=CC=CC=2)[C:16]2[CH:21]=[CH:20][CH:19]=[C:18]([C:22]3[N:26]=[C:25]([C:27]([F:30])([F:29])[F:28])[O:24][N:23]=3)[CH:17]=2)[CH2:10]1)(C(C)(C)C)(C)C. Product: [CH3:32][NH:31][C@@H:15]([C:16]1[CH:21]=[CH:20][CH:19]=[C:18]([C:22]2[N:26]=[C:25]([C:27]([F:30])([F:28])[F:29])[O:24][N:23]=2)[CH:17]=1)[CH2:14][N:11]1[CH2:12][CH2:13][C@H:9]([OH:8])[CH2:10]1. The catalyst class is: 33. (6) Reactant: O[Li].O.O.O.O.O.O.[O:9]=[C:10]1[N:16]([CH:17]2[CH2:22][CH2:21][N:20]([C:23]([O:25][C@@H:26]([C:36]([O:38]CC)=[O:37])[CH2:27][C:28]3[CH:33]=[CH:32][C:31]([Br:34])=[C:30]([Br:35])[CH:29]=3)=[O:24])[CH2:19][CH2:18]2)[CH2:15][CH2:14][C:13]2[CH:41]=[CH:42][CH:43]=[CH:44][C:12]=2[NH:11]1. Product: [O:9]=[C:10]1[N:16]([CH:17]2[CH2:22][CH2:21][N:20]([C:23]([O:25][C@@H:26]([C:36]([OH:38])=[O:37])[CH2:27][C:28]3[CH:33]=[CH:32][C:31]([Br:34])=[C:30]([Br:35])[CH:29]=3)=[O:24])[CH2:19][CH2:18]2)[CH2:15][CH2:14][C:13]2[CH:41]=[CH:42][CH:43]=[CH:44][C:12]=2[NH:11]1. The catalyst class is: 90. (7) Reactant: [Cl:1][C:2]1[CH:3]=[C:4]([C:12]2[N:16]=[C:15]([C:17]3[CH:22]=[CH:21][C:20]([O:23][CH2:24][CH:25]4[CH2:29][O:28]C(C)(C)[O:26]4)=[CH:19][CH:18]=3)[O:14][N:13]=2)[CH:5]=[CH:6][C:7]=1[O:8][CH:9]([CH3:11])[CH3:10].O.C1(C)C=CC(S(O)(=O)=O)=CC=1. Product: [Cl:1][C:2]1[CH:3]=[C:4]([C:12]2[N:16]=[C:15]([C:17]3[CH:22]=[CH:21][C:20]([O:23][CH2:24][CH:25]([OH:26])[CH2:29][OH:28])=[CH:19][CH:18]=3)[O:14][N:13]=2)[CH:5]=[CH:6][C:7]=1[O:8][CH:9]([CH3:10])[CH3:11]. The catalyst class is: 5. (8) Reactant: [CH3:1][O:2][C:3](=[O:28])[C:4]1[CH:9]=[CH:8][C:7]([OH:10])=[CH:6][C:5]=1[NH:11][C:12](=[O:27])[C:13]1[CH:18]=[C:17]([C:19]([F:22])([F:21])[F:20])[CH:16]=[C:15]([C:23]([F:26])([F:25])[F:24])[CH:14]=1.[Br:29][CH2:30][CH2:31][CH2:32]Br.C(=O)([O-])[O-].[K+].[K+]. Product: [CH3:1][O:2][C:3](=[O:28])[C:4]1[CH:9]=[CH:8][C:7]([O:10][CH2:32][CH2:31][CH2:30][Br:29])=[CH:6][C:5]=1[NH:11][C:12](=[O:27])[C:13]1[CH:14]=[C:15]([C:23]([F:24])([F:25])[F:26])[CH:16]=[C:17]([C:19]([F:21])([F:22])[F:20])[CH:18]=1. The catalyst class is: 21.